This data is from Forward reaction prediction with 1.9M reactions from USPTO patents (1976-2016). The task is: Predict the product of the given reaction. (1) Given the reactants NC1C=CC2N([CH:22]([CH2:27][CH2:28][CH3:29])[CH2:23][C:24]([OH:26])=[O:25])C(=O)N(CC3C4C(=CC=CC=4C)N(C)C=3)C=2C=1.[Si](N=C=O)(C)(C)C.C(=O)(O)[O-].[Na+].[CH2:44]1COC[CH2:45]1, predict the reaction product. The product is: [CH2:44]([O:26][C:24](=[O:25])[CH2:23][CH2:22][CH2:27][CH2:28][CH3:29])[CH3:45]. (2) Given the reactants C(OC([NH:8][C:9]([CH3:33])([CH3:32])[C@H:10]([NH:15][C:16](=[O:31])[C:17]1[CH:22]=[CH:21][C:20]([C:23]#[C:24][C:25]#[C:26][C@@H:27]([OH:30])[CH2:28][OH:29])=[CH:19][CH:18]=1)[C:11]([O:13][CH3:14])=[O:12])=O)(C)(C)C.CO.Cl, predict the reaction product. The product is: [NH2:8][C:9]([CH3:33])([CH3:32])[C@H:10]([NH:15][C:16](=[O:31])[C:17]1[CH:22]=[CH:21][C:20]([C:23]#[C:24][C:25]#[C:26][C@@H:27]([OH:30])[CH2:28][OH:29])=[CH:19][CH:18]=1)[C:11]([O:13][CH3:14])=[O:12]. (3) Given the reactants Cl[C:2]1[C:14]2[C:13]3[C:8](=[CH:9][CH:10]=[CH:11][CH:12]=3)[NH:7][C:6]=2[N:5]=[C:4]([NH:15][C:16](=[O:21])[C:17]([CH3:20])([CH3:19])[CH3:18])[N:3]=1.CO[C:24]1[CH:31]=[CH:30][C:27]([NH:28][CH3:29])=[CH:26][CH:25]=1.C(Cl)(Cl)Cl.[CH3:36][OH:37], predict the reaction product. The product is: [CH3:36][O:37][C:31]1[CH:30]=[C:27]([N:28]([CH3:29])[C:2]2[C:14]3[C:13]4[C:8](=[CH:9][CH:10]=[CH:11][CH:12]=4)[NH:7][C:6]=3[N:5]=[C:4]([NH:15][C:16](=[O:21])[C:17]([CH3:20])([CH3:19])[CH3:18])[N:3]=2)[CH:26]=[CH:25][CH:24]=1. (4) Given the reactants [Cl:1][C:2]1[CH:3]=[C:4]([CH:16]=[CH:17][C:18]=1[Cl:19])[CH2:5][N:6]1[C:11]([CH3:13])([CH3:12])[CH2:10][O:9][CH:8]([CH2:14][NH2:15])[CH2:7]1.[Cl:20][C:21]1[CH:26]=[CH:25][C:24]([CH2:27][C:28](O)=[O:29])=[CH:23][CH:22]=1, predict the reaction product. The product is: [Cl:20][C:21]1[CH:26]=[CH:25][C:24]([CH2:27][C:28]([NH:15][CH2:14][CH:8]2[O:9][CH2:10][C:11]([CH3:13])([CH3:12])[N:6]([CH2:5][C:4]3[CH:16]=[CH:17][C:18]([Cl:19])=[C:2]([Cl:1])[CH:3]=3)[CH2:7]2)=[O:29])=[CH:23][CH:22]=1. (5) Given the reactants [CH3:1][O:2][C:3]1[CH:8]=[CH:7][CH:6]=[CH:5][C:4]=1[S:9]([NH:12][CH2:13][C:14]1[CH:19]=[CH:18][C:17](B(O)O)=[CH:16][CH:15]=1)(=[O:11])=[O:10].[Br:23][C:24]1[CH:25]=[C:26](I)[CH:27]=[C:28]([CH:33]=1)[C:29]([O:31][CH3:32])=[O:30].CCN(CC)CC, predict the reaction product. The product is: [Br:23][C:24]1[CH:25]=[C:26]([C:17]2[CH:18]=[CH:19][C:14]([CH2:13][NH:12][S:9]([C:4]3[CH:5]=[CH:6][CH:7]=[CH:8][C:3]=3[O:2][CH3:1])(=[O:11])=[O:10])=[CH:15][CH:16]=2)[CH:27]=[C:28]([CH:33]=1)[C:29]([O:31][CH3:32])=[O:30]. (6) Given the reactants [CH3:1][C:2]1[O:8][CH:7]=[C:6]([OH:9])[C:4](=[O:5])[CH:3]=1.CN(C)C.[C:14](Cl)(=[O:21])[C:15]1[CH:20]=[CH:19][CH:18]=[CH:17][CH:16]=1, predict the reaction product. The product is: [C:14]([O:9][C:6]1[C:4](=[O:5])[CH:3]=[C:2]([CH3:1])[O:8][CH:7]=1)(=[O:21])[C:15]1[CH:20]=[CH:19][CH:18]=[CH:17][CH:16]=1. (7) Given the reactants [Cl:1][C:2]1[C:7]([Cl:8])=[CH:6][CH:5]=[CH:4][C:3]=1[S:9]([NH:12][C:13]1[C:18](Cl)=[N:17][CH:16]=[CH:15][N:14]=1)(=[O:11])=[O:10].[CH3:20][O:21][C:22]1[N:27]=[CH:26][C:25]([CH2:28][OH:29])=[CH:24][CH:23]=1, predict the reaction product. The product is: [Cl:1][C:2]1[C:7]([Cl:8])=[CH:6][CH:5]=[CH:4][C:3]=1[S:9]([NH:12][C:13]1[C:18]([O:29][CH2:28][C:25]2[CH:26]=[N:27][C:22]([O:21][CH3:20])=[CH:23][CH:24]=2)=[N:17][CH:16]=[CH:15][N:14]=1)(=[O:11])=[O:10]. (8) Given the reactants [C:1]([O:5][C:6]([NH:8][C:9]1[CH:10]=[CH:11][C:12]([C:15]2[N:19]([C:20]3[CH:21]=[N:22][CH:23]=[CH:24][CH:25]=3)[N:18]=[C:17]([C:26]([OH:28])=O)[CH:16]=2)=[N:13][CH:14]=1)=[O:7])([CH3:4])([CH3:3])[CH3:2].[C:29]([NH2:33])([CH3:32])([CH3:31])[CH3:30].ON1C2C=CC=CC=2N=N1.Cl.C(N=C=NCCCN(C)C)C, predict the reaction product. The product is: [C:29]([NH:33][C:26]([C:17]1[CH:16]=[C:15]([C:12]2[CH:11]=[CH:10][C:9]([NH:8][C:6]([O:5][C:1]([CH3:4])([CH3:3])[CH3:2])=[O:7])=[CH:14][N:13]=2)[N:19]([C:20]2[CH:21]=[N:22][CH:23]=[CH:24][CH:25]=2)[N:18]=1)=[O:28])([CH3:32])([CH3:31])[CH3:30].